This data is from Catalyst prediction with 721,799 reactions and 888 catalyst types from USPTO. The task is: Predict which catalyst facilitates the given reaction. Reactant: C([O:8][C:9]([C:11]1[C:19]2[C:14](=[CH:15][CH:16]=[CH:17][CH:18]=2)[N:13]([C:20](=[O:23])[NH:21][CH3:22])[CH:12]=1)=[O:10])C1C=CC=CC=1. Product: [CH3:22][NH:21][C:20]([N:13]1[C:14]2[C:19](=[CH:18][CH:17]=[CH:16][CH:15]=2)[C:11]([C:9]([OH:10])=[O:8])=[CH:12]1)=[O:23]. The catalyst class is: 687.